From a dataset of Forward reaction prediction with 1.9M reactions from USPTO patents (1976-2016). Predict the product of the given reaction. (1) Given the reactants C(OC([N:8]1[CH2:22][CH2:21][C:12]2=[C:13](Cl)[N:14]3[C:18]([N:19]=[C:11]2[CH2:10][CH2:9]1)=[CH:17][CH:16]=[N:15]3)=O)(C)(C)C.[C:23]1([CH:29]2[CH2:32][CH2:31][NH:30]2)[CH:28]=[CH:27][CH:26]=[CH:25][CH:24]=1, predict the reaction product. The product is: [C:23]1([CH:29]2[CH2:32][CH2:31][N:30]2[C:13]2[N:14]3[C:18]([N:19]=[C:11]4[CH2:10][CH2:9][NH:8][CH2:22][CH2:21][C:12]=24)=[CH:17][CH:16]=[N:15]3)[CH:28]=[CH:27][CH:26]=[CH:25][CH:24]=1. (2) Given the reactants [C:1]1([C:18]2[CH:23]=[CH:22][CH:21]=[CH:20][CH:19]=2)[CH:6]=[CH:5][CH:4]=[CH:3][C:2]=1[CH2:7][O:8][CH2:9][CH2:10][C:11]1[CH:16]=[CH:15][C:14]([NH2:17])=[CH:13][CH:12]=1.C[Si]([N:28]=[C:29]=[O:30])(C)C.O, predict the reaction product. The product is: [C:1]1([C:18]2[CH:23]=[CH:22][CH:21]=[CH:20][CH:19]=2)[CH:6]=[CH:5][CH:4]=[CH:3][C:2]=1[CH2:7][O:8][CH2:9][CH2:10][C:11]1[CH:16]=[CH:15][C:14]([NH:17][C:29]([NH2:28])=[O:30])=[CH:13][CH:12]=1. (3) Given the reactants [CH:1]12[CH2:10][CH:5]3[CH2:6][CH:7]([CH2:9][CH:3]([CH2:4]3)[CH:2]1[N:11]1[C:14](=[O:15])[C:13]([CH3:17])([CH3:16])[NH:12]1)[CH2:8]2.[CH3:18][C:19]1[CH:26]=[C:25]([CH3:27])[CH:24]=[CH:23][C:20]=1[CH2:21]Br, predict the reaction product. The product is: [CH3:18][C:19]1[CH:26]=[C:25]([CH3:27])[CH:24]=[CH:23][C:20]=1[CH2:21][N:12]1[C:13]([CH3:17])([CH3:16])[C:14](=[O:15])[N:11]1[CH:2]1[CH:3]2[CH2:4][CH:5]3[CH2:6][CH:7]([CH2:8][CH:1]1[CH2:10]3)[CH2:9]2. (4) Given the reactants [C:1]([C:3]1[CH:43]=[CH:42][C:6]([CH2:7][C@@:8]2([CH3:41])[N:12]3[C:13]([S:16]([N:19]4[CH2:23][CH2:22][CH2:21][C@H:20]4[C:24]([NH:26][C@H:27](C)[C:28](O)=[O:29])=[O:25])(=[O:18])=[O:17])=[CH:14][N:15]=[C:11]3[N:10]([C:32]3[CH:37]=[C:36]([Cl:38])[CH:35]=[C:34]([Cl:39])[CH:33]=3)[C:9]2=[O:40])=[CH:5][CH:4]=1)#[N:2].Cl.[NH2:45]CC(N)=O.CN(C(ON1N=NC2C=CC=CC1=2)=[N+](C)C)C.[B-](F)(F)(F)F.CCN(C(C)C)C(C)C, predict the reaction product. The product is: [C:28]([CH2:27][NH:26][C:24]([C@@H:20]1[CH2:21][CH2:22][CH2:23][N:19]1[S:16]([C:13]1[N:12]2[C@@:8]([CH2:7][C:6]3[CH:5]=[CH:4][C:3]([C:1]#[N:2])=[CH:43][CH:42]=3)([CH3:41])[C:9](=[O:40])[N:10]([C:32]3[CH:33]=[C:34]([Cl:39])[CH:35]=[C:36]([Cl:38])[CH:37]=3)[C:11]2=[N:15][CH:14]=1)(=[O:17])=[O:18])=[O:25])(=[O:29])[NH2:45].